From a dataset of Full USPTO retrosynthesis dataset with 1.9M reactions from patents (1976-2016). Predict the reactants needed to synthesize the given product. (1) Given the product [Cl:31][CH2:1][CH2:2][CH2:3][CH2:4][CH2:5][CH2:6][CH2:7][CH2:8][CH:9]=[CH:10][CH:11]=[CH:12][CH2:13][CH3:14], predict the reactants needed to synthesize it. The reactants are: [CH2:1](O)[CH2:2][CH2:3][CH2:4][CH2:5][CH2:6][CH2:7][CH2:8][CH:9]=[CH:10][CH:11]=[CH:12][CH2:13][CH3:14].N1C=CC=CC=1.CN(C)C=O.CS([Cl:31])(=O)=O. (2) Given the product [C:1]([C:3]1([NH:9][C:10]([O:12][C@@H:13]([CH2:22][CH:23]2[CH2:28][CH2:27][CH2:26][CH2:25][CH2:24]2)[C:14]([N:16]2[CH2:17][CH2:18][O:19][CH2:20][CH2:21]2)=[O:15])=[O:11])[CH2:8][CH2:7][N:6]([CH3:31])[CH2:5][CH2:4]1)#[N:2], predict the reactants needed to synthesize it. The reactants are: [C:1]([C:3]1([NH:9][C:10]([O:12][C@@H:13]([CH2:22][CH:23]2[CH2:28][CH2:27][CH2:26][CH2:25][CH2:24]2)[C:14]([N:16]2[CH2:21][CH2:20][O:19][CH2:18][CH2:17]2)=[O:15])=[O:11])[CH2:8][CH2:7][NH:6][CH2:5][CH2:4]1)#[N:2].C=O.[C:31](O)(=O)C.C([BH3-])#N.[Na+]. (3) Given the product [CH2:11]([C:15]1[CH:16]=[CH:17][C:18]([O:21][C:2]2[CH:7]=[CH:6][C:5]([N+:8]([O-:10])=[O:9])=[CH:4][N:3]=2)=[CH:19][CH:20]=1)[CH2:12][CH2:13][CH3:14], predict the reactants needed to synthesize it. The reactants are: Cl[C:2]1[CH:7]=[CH:6][C:5]([N+:8]([O-:10])=[O:9])=[CH:4][N:3]=1.[CH2:11]([C:15]1[CH:20]=[CH:19][C:18]([OH:21])=[CH:17][CH:16]=1)[CH2:12][CH2:13][CH3:14].C([O-])([O-])=O.[K+].[K+]. (4) The reactants are: [CH3:1][N:2]1[CH:6]=[C:5]([NH2:7])[CH:4]=[N:3]1.[NH2:8][C@@H:9]1[C@@H:14]2[CH2:15][C@@H:11]([CH:12]=[CH:13]2)[C@@H:10]1[C:16]([NH2:18])=[O:17].Cl[C:20]1[N:25]=[C:24](Cl)[C:23]([Cl:27])=[CH:22][N:21]=1.ClC1N=[C:33](Cl)[C:32](F)=[CH:31]N=1. Given the product [Cl:27][C:23]1[C:22]([NH:8][C@@H:9]2[C@@H:14]3[CH2:15][C@@H:11]([CH:12]=[CH:13]3)[C@@H:10]2[C:16]([NH2:18])=[O:17])=[N:21][C:20]([NH:7][C:5]2[CH:4]=[N:3][N:2]([CH:1]3[CH2:33][CH2:32][CH2:31]3)[CH:6]=2)=[N:25][CH:24]=1, predict the reactants needed to synthesize it. (5) Given the product [OH:4][CH2:3][C@@H:2]([C:5]1[CH:10]=[CH:9][CH:8]=[CH:7][CH:6]=1)[C:1]([OH:12])=[O:11], predict the reactants needed to synthesize it. The reactants are: [C:1]([OH:12])(=[O:11])[CH:2]([C:5]1[CH:10]=[CH:9][CH:8]=[CH:7][CH:6]=1)[CH2:3][OH:4].COC1C=CC2C(=C([C@@H](O)[C@H]3N4C[C@H](C=C)[C@@H](CC4)C3)C=CN=2)C=1.